Dataset: Reaction yield outcomes from USPTO patents with 853,638 reactions. Task: Predict the reaction yield, written as a fraction of the theoretical maximum amount of product (1.0 means a 100% yield; for example, 0.34 means a 34% yield). (1) The catalyst is CC(C)=O.O. The product is [F:1][C:2]1[CH:7]=[CH:6][C:5]([C:8]2[C:17]3[C:12](=[CH:13][C:14]([CH2:18][N:19]4[C:23](=[O:24])[CH2:22][N:21]([CH3:25])[C:20]4=[O:26])=[CH:15][CH:16]=3)[N:11]=[C:10]([C:27]([NH2:28])=[O:30])[CH:9]=2)=[CH:4][CH:3]=1. The reactants are [F:1][C:2]1[CH:7]=[CH:6][C:5]([C:8]2[C:17]3[C:12](=[CH:13][C:14]([CH2:18][N:19]4[C:23](=[O:24])[CH2:22][N:21]([CH3:25])[C:20]4=[O:26])=[CH:15][CH:16]=3)[N:11]=[C:10]([C:27]#[N:28])[CH:9]=2)=[CH:4][CH:3]=1.C([O-])([O-])=[O:30].C([O-])([O-])=O.OO.OO.OO.[Na+].[Na+].[Na+].[Na+].[NH4+].[Cl-]. The yield is 0.750. (2) The catalyst is C(Cl)Cl. The product is [Cl:31][C:32]1[C:33]([OH:46])=[C:34]([S:42]([N:15]([CH2:14][C:10]2[CH:9]=[C:8]([C:5]3[CH:6]=[CH:7][C:2]([Cl:1])=[CH:3][CH:4]=3)[CH:13]=[CH:12][CH:11]=2)[CH2:16][C:17]2[CH:18]=[CH:19][C:20]([F:23])=[CH:21][CH:22]=2)(=[O:44])=[O:43])[CH:35]=[C:36]([C:38]([F:40])([F:41])[F:39])[CH:37]=1. The yield is 0.560. The reactants are [Cl:1][C:2]1[CH:7]=[CH:6][C:5]([C:8]2[CH:13]=[CH:12][CH:11]=[C:10]([CH2:14][NH:15][CH2:16][C:17]3[CH:22]=[CH:21][C:20]([F:23])=[CH:19][CH:18]=3)[CH:9]=2)=[CH:4][CH:3]=1.C(N(CC)CC)C.[Cl:31][C:32]1[C:33]([OH:46])=[C:34]([S:42](Cl)(=[O:44])=[O:43])[CH:35]=[C:36]([C:38]([F:41])([F:40])[F:39])[CH:37]=1. (3) The catalyst is C(OCC)(=O)C. The product is [CH3:40][N:41]1[C:42]2[CH:26]=[CH:27][C:18]([C:16]3[O:17][C:13]([C:3]4[C:4]([C:7]5[CH:12]=[CH:11][CH:10]=[CH:9][CH:8]=5)=[N:5][O:6][C:2]=4[CH3:1])=[N:14][N:15]=3)=[CH:19][C:20]=2[N:24]([CH3:23])[C:43]1=[O:44]. The yield is 0.130. The reactants are [CH3:1][C:2]1[O:6][N:5]=[C:4]([C:7]2[CH:12]=[CH:11][CH:10]=[CH:9][CH:8]=2)[C:3]=1[C:13]1[O:17][C:16]([C:18]2[CH:27]=[CH:26]C3N[C:23](=O)[NH:24][C:20]=3[CH:19]=2)=[N:15][N:14]=1.IC.C[Si]([N-][Si](C)(C)C)(C)C.[K+].[CH3:40][N:41]([CH:43]=[O:44])[CH3:42]. (4) The reactants are [C:1]([O:5][C:6](=[O:35])[N:7]([C:17]1[CH:22]=[CH:21][C:20]([CH:23]([C:25]2[C:33]3[C:28](=[N:29][CH:30]=[C:31]([Cl:34])[CH:32]=3)[NH:27][CH:26]=2)[OH:24])=[CH:19][N:18]=1)[CH2:8][C:9]1[CH:10]=[N:11][C:12]([O:15][CH3:16])=[CH:13][CH:14]=1)([CH3:4])([CH3:3])[CH3:2].CC(OI1(OC(C)=O)(OC(C)=O)OC(=O)C2C=CC=CC1=2)=O. The catalyst is ClCCl. The product is [C:1]([O:5][C:6](=[O:35])[N:7]([C:17]1[CH:22]=[CH:21][C:20]([C:23]([C:25]2[C:33]3[C:28](=[N:29][CH:30]=[C:31]([Cl:34])[CH:32]=3)[NH:27][CH:26]=2)=[O:24])=[CH:19][N:18]=1)[CH2:8][C:9]1[CH:10]=[N:11][C:12]([O:15][CH3:16])=[CH:13][CH:14]=1)([CH3:4])([CH3:2])[CH3:3]. The yield is 0.330. (5) The reactants are [N:1]([CH:4]([CH3:10])[C:5]([O:7]CC)=O)=[C:2]=[O:3].[NH2:11][CH2:12][CH2:13][NH:14][C:15]1[N:20]=[C:19]([C:21]2[S:22][C:23]([C:26]3[S:27][CH:28]=[CH:29][CH:30]=3)=[CH:24][CH:25]=2)[CH:18]=[CH:17][N:16]=1. The catalyst is ClCCl. The product is [CH3:10][CH:4]1[NH:1][C:2](=[O:3])[N:11]([CH2:12][CH2:13][NH:14][C:15]2[N:20]=[C:19]([C:21]3[S:22][C:23]([C:26]4[S:27][CH:28]=[CH:29][CH:30]=4)=[CH:24][CH:25]=3)[CH:18]=[CH:17][N:16]=2)[C:5]1=[O:7]. The yield is 0.680. (6) The yield is 0.620. The product is [CH3:1][O:2][C:3]1[CH:4]=[C:5]([CH:6]=[CH:7][CH:8]=1)[CH2:9][C:10]1[C:12]2[CH2:13][N:14]([C:19]([O:21][C:22]([CH3:25])([CH3:24])[CH3:23])=[O:20])[CH2:15][CH2:16][C:17]=2[N:41]=[C:39]([NH:38][C:35]2[CH:36]=[CH:37][C:32]([N:28]3[CH:29]=[CH:30][N:31]=[C:27]3[CH3:26])=[CH:33][CH:34]=2)[N:40]=1. The reactants are [CH3:1][O:2][C:3]1[CH:4]=[C:5]([CH2:9][C:10]([CH:12]2[C:17](=O)[CH2:16][CH2:15][N:14]([C:19]([O:21][C:22]([CH3:25])([CH3:24])[CH3:23])=[O:20])[CH2:13]2)=O)[CH:6]=[CH:7][CH:8]=1.[CH3:26][C:27]1[N:28]([C:32]2[CH:37]=[CH:36][C:35]([NH:38][C:39]([NH2:41])=[NH:40])=[CH:34][CH:33]=2)[CH:29]=[CH:30][N:31]=1. No catalyst specified. (7) The reactants are [C:1]([C:5]1[CH:10]=[C:9]([C:11]#[C:12][Si:13]([CH3:16])([CH3:15])[CH3:14])[CH:8]=[C:7]([C:17]([CH3:20])([CH3:19])[CH3:18])[C:6]=1[OH:21])([CH3:4])([CH3:3])[CH3:2].[C:22](=O)([O-])[O-].[K+].[K+].CI. The catalyst is CC(C)=O. The product is [C:1]([C:5]1[CH:10]=[C:9]([C:11]#[C:12][Si:13]([CH3:15])([CH3:16])[CH3:14])[CH:8]=[C:7]([C:17]([CH3:20])([CH3:19])[CH3:18])[C:6]=1[O:21][CH3:22])([CH3:4])([CH3:3])[CH3:2]. The yield is 0.900.